Dataset: Reaction yield outcomes from USPTO patents with 853,638 reactions. Task: Predict the reaction yield, written as a fraction of the theoretical maximum amount of product (1.0 means a 100% yield; for example, 0.34 means a 34% yield). (1) The reactants are Cl.[NH2:2][CH2:3][C:4]1[CH:5]=[C:6]2[C:11](=[CH:12][CH:13]=1)[N:10]=[C:9]([CH3:14])[N:8]([CH:15]1[CH2:20][CH2:19][C:18](=[O:21])[NH:17][C:16]1=[O:22])[C:7]2=[O:23].C(N(CC)CC)C.[Cl:31][C:32]1[CH:33]=[C:34]([N:39]=[C:40]=[O:41])[CH:35]=[CH:36][C:37]=1[CH3:38]. The catalyst is C1COCC1. The product is [Cl:31][C:32]1[CH:33]=[C:34]([NH:39][C:40]([NH:2][CH2:3][C:4]2[CH:5]=[C:6]3[C:11](=[CH:12][CH:13]=2)[N:10]=[C:9]([CH3:14])[N:8]([CH:15]2[CH2:20][CH2:19][C:18](=[O:21])[NH:17][C:16]2=[O:22])[C:7]3=[O:23])=[O:41])[CH:35]=[CH:36][C:37]=1[CH3:38]. The yield is 0.700. (2) The reactants are [Br:1][C:2]1[CH:3]=[CH:4][C:5](F)=[C:6]([CH:9]=1)[CH:7]=[O:8].C([O-])([O-])=O.[K+].[K+].[Cl:17][C:18]1[CH:19]=[C:20]([OH:25])[CH:21]=[CH:22][C:23]=1[Cl:24].O. The catalyst is CN(C=O)C. The product is [Br:1][C:2]1[CH:3]=[CH:4][C:5]([O:25][C:20]2[CH:21]=[CH:22][C:23]([Cl:24])=[C:18]([Cl:17])[CH:19]=2)=[C:6]([CH:9]=1)[CH:7]=[O:8]. The yield is 0.540. (3) The reactants are [CH3:1][NH:2][NH2:3].Br[C:5]([CH3:12])([CH3:11])[C:6]([O:8][CH2:9][CH3:10])=[O:7]. No catalyst specified. The product is [CH3:11][C:5]([N:2]([CH3:1])[NH2:3])([CH3:12])[C:6]([O:8][CH2:9][CH3:10])=[O:7]. The yield is 0.960. (4) The reactants are [CH3:1][O:2][C:3]1[C:4]([NH:15][C:16](=[O:20])OCC)=[N:5][C:6]2[C:11]([N:12]=1)=[CH:10][C:9]([O:13][CH3:14])=[CH:8][CH:7]=2.[CH3:21][O:22][C:23]1[CH:28]=[CH:27][CH:26]=[CH:25][C:24]=1[N:29]1[CH2:34][CH2:33][NH:32][CH2:31][CH2:30]1. No catalyst specified. The product is [CH3:1][O:2][C:3]1[C:4]([NH:15][C:16]([N:32]2[CH2:31][CH2:30][N:29]([C:24]3[CH:25]=[CH:26][CH:27]=[CH:28][C:23]=3[O:22][CH3:21])[CH2:34][CH2:33]2)=[O:20])=[N:5][C:6]2[C:11]([N:12]=1)=[CH:10][C:9]([O:13][CH3:14])=[CH:8][CH:7]=2. The yield is 0.840. (5) The product is [I:12][C:8]1[CH:9]=[CH:10][N:11]([C:13]2[CH:18]=[CH:17][CH:16]=[CH:15][CH:14]=2)[C:2](=[O:1])[C:3]=1[C:4]([O:6][CH3:7])=[O:5]. The reactants are [OH:1][C:2]1[N:11]=[CH:10][CH:9]=[C:8]([I:12])[C:3]=1[C:4]([O:6][CH3:7])=[O:5].[C:13]1(B(O)O)[CH:18]=[CH:17][CH:16]=[CH:15][CH:14]=1.ClC(Cl)C.N1C=CC=CC=1. The yield is 0.910. The catalyst is ClCCl.C([O-])(=O)C.[Cu+2].C([O-])(=O)C. (6) The reactants are [CH:1]1([C:4]2[C:13]3[C:8](=[CH:9][CH:10]=[CH:11][CH:12]=3)[C:7]([N+:14]([O-])=O)=[CH:6][CH:5]=2)[CH2:3][CH2:2]1. The catalyst is C(O)C.[Pd]. The product is [NH2:14][C:7]1[C:8]2[C:13](=[CH:12][CH:11]=[CH:10][CH:9]=2)[C:4]([CH:1]2[CH2:3][CH2:2]2)=[CH:5][CH:6]=1. The yield is 0.730. (7) The reactants are C[O:2][C:3]1[CH:4]=[C:5]([CH2:9][C:10]#[N:11])[CH:6]=[CH:7][CH:8]=1.B(Br)(Br)Br.O. The catalyst is C(Cl)Cl. The product is [OH:2][C:3]1[CH:4]=[C:5]([CH2:9][C:10]#[N:11])[CH:6]=[CH:7][CH:8]=1. The yield is 0.550.